Predict the product of the given reaction. From a dataset of Forward reaction prediction with 1.9M reactions from USPTO patents (1976-2016). (1) The product is: [NH2:25][C:23]1[CH:22]=[CH:21][C:3]([CH2:4][CH2:5][N:6]([CH2:14][CH:15]2[CH2:20][CH2:19][CH2:18][CH2:17][CH2:16]2)[C:7](=[O:13])[O:8][C:9]([CH3:12])([CH3:10])[CH3:11])=[C:2]([Cl:1])[CH:24]=1. Given the reactants [Cl:1][C:2]1[CH:24]=[C:23]([N+:25]([O-])=O)[CH:22]=[CH:21][C:3]=1[CH2:4][CH2:5][N:6]([CH2:14][CH:15]1[CH2:20][CH2:19][CH2:18][CH2:17][CH2:16]1)[C:7](=[O:13])[O:8][C:9]([CH3:12])([CH3:11])[CH3:10].[NH4+].[Cl-], predict the reaction product. (2) Given the reactants [F:1][C:2]1[C:7]([F:8])=[CH:6][CH:5]=[CH:4][C:3]=1[C:9]1[NH:10][C:11]([C:16]#[N:17])=[C:12]([C:14]#[N:15])[N:13]=1.[NH2:18][NH2:19], predict the reaction product. The product is: [F:1][C:2]1[C:7]([F:8])=[CH:6][CH:5]=[CH:4][C:3]=1[C:9]1[N:10]=[C:11]2[C:16]([NH2:17])=[N:18][NH:19][C:14]([NH2:15])=[C:12]2[N:13]=1. (3) Given the reactants [C:1]([Cl:6])(=O)[C:2](Cl)=[O:3].OC1C(=O)[N:10]([C:35]2[N:36]=[N:37][C:38]([CH3:41])=[CH:39][CH:40]=2)[CH:11]([C:24]2[CH:29]=[CH:28][C:27]([O:30][C:31]([F:34])([F:33])[F:32])=[CH:26][CH:25]=2)[C:12]=1[C:13](=[O:23])[C:14]1[CH:19]=[CH:18][C:17]([CH:20]([CH3:22])[CH3:21])=[CH:16][CH:15]=1, predict the reaction product. The product is: [Cl:6][C:1]1[C:2](=[O:3])[N:10]([C:35]2[N:36]=[N:37][C:38]([CH3:41])=[CH:39][CH:40]=2)[CH:11]([C:24]2[CH:29]=[CH:28][C:27]([O:30][C:31]([F:32])([F:33])[F:34])=[CH:26][CH:25]=2)[C:12]=1[C:13](=[O:23])[C:14]1[CH:19]=[CH:18][C:17]([CH:20]([CH3:22])[CH3:21])=[CH:16][CH:15]=1. (4) Given the reactants [CH3:1][NH:2][CH:3]([CH2:5]/[CH:6]=[CH:7]/[C:8]1[CH:9]=[N:10][CH:11]=[C:12]([O:14][CH3:15])[CH:13]=1)[CH3:4].[O:16]=[C:17]([OH:29])[C@@H:18]([C@H:20]([C@H:22]([C@@H:24]([C:26]([OH:28])=[O:27])[OH:25])[OH:23])[OH:21])[OH:19].O, predict the reaction product. The product is: [O:16]=[C:17]([OH:29])[C@@H:18]([C@H:20]([C@H:22]([C@@H:24]([C:26]([OH:28])=[O:27])[OH:25])[OH:23])[OH:21])[OH:19].[CH3:1][NH:2][CH:3]([CH2:5]/[CH:6]=[CH:7]/[C:8]1[CH:9]=[N:10][CH:11]=[C:12]([O:14][CH3:15])[CH:13]=1)[CH3:4].[CH3:1][NH:2][CH:3]([CH2:5]/[CH:6]=[CH:7]/[C:8]1[CH:9]=[N:10][CH:11]=[C:12]([O:14][CH3:15])[CH:13]=1)[CH3:4]. (5) Given the reactants [CH3:1][O:2][C:3]1[CH:8]=[CH:7][C:6]([C:9]([CH3:15])([CH3:14])[CH2:10][C:11]([OH:13])=[O:12])=[CH:5][CH:4]=1.[Si](C=[N+]=[N-])(C)(C)[CH3:17].C(O)(=O)C, predict the reaction product. The product is: [CH3:1][O:2][C:3]1[CH:4]=[CH:5][C:6]([C:9]([CH3:15])([CH3:14])[CH2:10][C:11]([O:13][CH3:17])=[O:12])=[CH:7][CH:8]=1. (6) Given the reactants [Cl:1][C:2]1[C:3]([C:8]2[CH:16]=[CH:15][C:11]([C:12]([OH:14])=O)=[CH:10][CH:9]=2)=[N:4][CH:5]=[CH:6][CH:7]=1.C(Cl)(=O)C(Cl)=O.[F:23][C:24]([F:33])([F:32])[C:25]1[CH:31]=[CH:30][C:28]([NH2:29])=[CH:27][CH:26]=1.C(N(CC)CC)C.C([O-])([O-])=O.[Na+].[Na+], predict the reaction product. The product is: [Cl:1][C:2]1[C:3]([C:8]2[CH:9]=[CH:10][C:11]([C:12]([NH:29][C:28]3[CH:30]=[CH:31][C:25]([C:24]([F:23])([F:32])[F:33])=[CH:26][CH:27]=3)=[O:14])=[CH:15][CH:16]=2)=[N:4][CH:5]=[CH:6][CH:7]=1. (7) Given the reactants [C:1]([C:5]1[CH:15]=[CH:14][C:8]([O:9][CH2:10][C:11]([OH:13])=O)=[CH:7][CH:6]=1)([CH3:4])([CH3:3])[CH3:2].NC1C=[C:19](C=CN=1)[C:20](N)=[O:21].CC[N:28]([CH:32]([CH3:34])C)[CH:29]([CH3:31])C.C1C[N:38]([P+](ON2N=NC3C=CC=CC2=3)(N2CCCC2)N2CCCC2)CC1.F[P-](F)(F)(F)(F)F.CN([CH:71]=[O:72])C, predict the reaction product. The product is: [CH3:71][O:72][C:20](=[O:21])[C:19]1[CH:31]=[CH:29][N:28]=[C:32]([NH:38][C:11](=[O:13])[CH2:10][O:9][C:8]2[CH:7]=[CH:6][C:5]([C:1]([CH3:2])([CH3:3])[CH3:4])=[CH:15][CH:14]=2)[CH:34]=1.